Predict the product of the given reaction. From a dataset of Forward reaction prediction with 1.9M reactions from USPTO patents (1976-2016). (1) Given the reactants [Cl:1][C:2]1[CH:3]=[N:4][C:5]2[N:6]([N:8]=[C:9]([C:11]([OH:13])=O)[CH:10]=2)[CH:7]=1.[CH3:14][N:15]1[C:20]2[C:21]([CH3:25])=[C:22]([CH3:24])[NH:23][C:19]=2[CH2:18][CH2:17][NH:16]1, predict the reaction product. The product is: [Cl:1][C:2]1[CH:3]=[N:4][C:5]2[N:6]([N:8]=[C:9]([C:11]([N:16]3[CH2:17][CH2:18][C:19]4[NH:23][C:22]([CH3:24])=[C:21]([CH3:25])[C:20]=4[N:15]3[CH3:14])=[O:13])[CH:10]=2)[CH:7]=1. (2) Given the reactants Br[C:2]1[CH:3]=[C:4]2[C:9](=[CH:10][CH:11]=1)[NH:8][C:7](=[O:12])[CH2:6][CH2:5]2.CC1(C)C(C)(C)OB([C:21]2[CH:27]=[CH:26][C:24]([NH2:25])=[CH:23][CH:22]=2)O1.C(=O)([O-])[O-].[Na+].[Na+], predict the reaction product. The product is: [NH2:25][C:24]1[CH:26]=[CH:27][C:21]([C:2]2[CH:3]=[C:4]3[C:9](=[CH:10][CH:11]=2)[NH:8][C:7](=[O:12])[CH2:6][CH2:5]3)=[CH:22][CH:23]=1.